From a dataset of Full USPTO retrosynthesis dataset with 1.9M reactions from patents (1976-2016). Predict the reactants needed to synthesize the given product. The reactants are: [O:1]([C:8]1[CH:9]=[C:10]([CH2:14][C:15]([NH:17][CH:18]([CH2:22][CH2:23][CH3:24])[C:19]([OH:21])=O)=[O:16])[CH:11]=[CH:12][CH:13]=1)[C:2]1[CH:7]=[CH:6][CH:5]=[CH:4][CH:3]=1.[NH2:25][C:26]1[O:27][C:28]([C:31]([C:33]2[CH:38]=[CH:37][CH:36]=[CH:35][CH:34]=2)=[O:32])=[CH:29][N:30]=1.Cl.CN(C)C. Given the product [C:31]([C:28]1[O:27][C:26]([NH:25][C:19](=[O:21])[CH:18]([NH:17][C:15](=[O:16])[CH2:14][C:10]2[CH:11]=[CH:12][CH:13]=[C:8]([O:1][C:2]3[CH:3]=[CH:4][CH:5]=[CH:6][CH:7]=3)[CH:9]=2)[CH2:22][CH2:23][CH3:24])=[N:30][CH:29]=1)(=[O:32])[C:33]1[CH:34]=[CH:35][CH:36]=[CH:37][CH:38]=1, predict the reactants needed to synthesize it.